From a dataset of Forward reaction prediction with 1.9M reactions from USPTO patents (1976-2016). Predict the product of the given reaction. Given the reactants NN.[C:3]([O:7][C:8](=[O:37])[NH:9][C@H:10]([CH2:25][N:26]1C(=O)C2C(=CC=CC=2)C1=O)[CH2:11][C:12]([CH3:24])([CH3:23])[CH2:13][CH2:14][O:15][CH2:16][C:17]1[CH:22]=[CH:21][CH:20]=[CH:19][CH:18]=1)([CH3:6])([CH3:5])[CH3:4].C(OCC)C, predict the reaction product. The product is: [C:3]([O:7][C:8](=[O:37])[NH:9][C@H:10]([CH2:25][NH2:26])[CH2:11][C:12]([CH3:24])([CH3:23])[CH2:13][CH2:14][O:15][CH2:16][C:17]1[CH:18]=[CH:19][CH:20]=[CH:21][CH:22]=1)([CH3:4])([CH3:6])[CH3:5].